Dataset: Peptide-MHC class II binding affinity with 134,281 pairs from IEDB. Task: Regression. Given a peptide amino acid sequence and an MHC pseudo amino acid sequence, predict their binding affinity value. This is MHC class II binding data. (1) The peptide sequence is CGMFTNRSGSQQ. The MHC is HLA-DQA10301-DQB10302 with pseudo-sequence HLA-DQA10301-DQB10302. The binding affinity (normalized) is 0. (2) The peptide sequence is EVVNDVSTFSSGLVW. The MHC is HLA-DQA10401-DQB10402 with pseudo-sequence HLA-DQA10401-DQB10402. The binding affinity (normalized) is 0.189. (3) The peptide sequence is PATLIKAIDGDTVKLMYKGQ. The MHC is DRB1_0101 with pseudo-sequence DRB1_0101. The binding affinity (normalized) is 0.341. (4) The peptide sequence is QGVADAYITLVTLPK. The MHC is HLA-DPA10103-DPB10301 with pseudo-sequence HLA-DPA10103-DPB10301. The binding affinity (normalized) is 0.100. (5) The peptide sequence is GELQIVDKICAAFKI. The MHC is DRB1_1302 with pseudo-sequence DRB1_1302. The binding affinity (normalized) is 0.554. (6) The peptide sequence is RPNAQRFGISNYCQI. The MHC is HLA-DQA10102-DQB10602 with pseudo-sequence HLA-DQA10102-DQB10602. The binding affinity (normalized) is 0.199. (7) The MHC is DRB1_0901 with pseudo-sequence DRB1_0901. The binding affinity (normalized) is 0. The peptide sequence is FIIDGPNTPECPSAS.